Dataset: NCI-60 drug combinations with 297,098 pairs across 59 cell lines. Task: Regression. Given two drug SMILES strings and cell line genomic features, predict the synergy score measuring deviation from expected non-interaction effect. Drug 1: C1C(C(OC1N2C=NC3=C(N=C(N=C32)Cl)N)CO)O. Drug 2: CS(=O)(=O)OCCCCOS(=O)(=O)C. Cell line: SK-MEL-5. Synergy scores: CSS=29.0, Synergy_ZIP=-5.96, Synergy_Bliss=-1.37, Synergy_Loewe=-41.5, Synergy_HSA=0.688.